From a dataset of Antibody developability classification from SAbDab with 2,409 antibodies. Regression/Classification. Given an antibody's heavy chain and light chain sequences, predict its developability. TAP uses regression for 5 developability metrics; SAbDab uses binary classification. (1) The antibody is ['2atk', 'PROT_7E7F8549']. Result: 0 (not developable). (2) Result: 0 (not developable). The antibody is ['VQLQQSGTELMKPGRSLKISCKTTGYIFSNYWIEWVKQRPGHGLEWIGKILPGGGSNTYNDKFKGKATFTADTSSNIAYMQLSSLTSEDSAVYYCARGEDYYAYWYVLDYWGQGTTVTVSS', 'DIELTQSPLSLPVSLGDQASISCRSSQSLVHSNGNTSLHWYLKKPGQSPKLLIYKVSTRFSGVPDRFSGSGSGTDFTLKISRVEAEDLGVYFCSQSTHVPFTFGSGTKLELK'].